Dataset: Forward reaction prediction with 1.9M reactions from USPTO patents (1976-2016). Task: Predict the product of the given reaction. (1) Given the reactants O=[C:2]1[CH:8]([C:9]#[N:10])[CH2:7][CH2:6][O:5][C:4]2[CH:11]=[CH:12][CH:13]=[CH:14][C:3]1=2.Cl.[NH2:16][OH:17].C([O-])(=O)C.[Na+], predict the reaction product. The product is: [N:16]1[O:17][C:9]([NH2:10])=[C:8]2[CH2:7][CH2:6][O:5][C:4]3[CH:11]=[CH:12][CH:13]=[CH:14][C:3]=3[C:2]=12. (2) Given the reactants [Br:1][C:2]1[CH:3]=[CH:4][C:5]2[O:14][C:13]3[C:12](=[O:15])[NH:11][C:10]([CH:16]4[CH2:21][CH2:20][CH2:19][N:18]([CH3:22])C4)=[N:9][C:8]=3[C:6]=2[CH:7]=1.NC1CCC(C2NC(=O)C3OC4C=CC(Br)=CC=4C=3N=2)CC1.Cl.Cl.BrC1C=CC2OC3C(=O)NC(C4CCCNC4)=NC=3C=2C=1, predict the reaction product. The product is: [Br:1][C:2]1[CH:3]=[CH:4][C:5]2[O:14][C:13]3[C:12](=[O:15])[NH:11][C:10]([CH:16]4[CH2:21][CH2:20][CH2:19][N:18]4[CH3:22])=[N:9][C:8]=3[C:6]=2[CH:7]=1. (3) Given the reactants [F:1][C:2]1[CH:3]=[CH:4][C:5]([C:8]2[CH:12]=[C:11]([CH2:13][CH2:14][NH2:15])[O:10][N:9]=2)=[N:6][CH:7]=1.[CH3:16][C:17]1[CH:18]=[CH:19][C:20]([N:26]2[N:30]=[CH:29][CH:28]=[N:27]2)=[C:21]([CH:25]=1)[C:22](O)=[O:23], predict the reaction product. The product is: [F:1][C:2]1[CH:3]=[CH:4][C:5]([C:8]2[CH:12]=[C:11]([CH2:13][CH2:14][NH:15][C:22](=[O:23])[C:21]3[CH:25]=[C:17]([CH3:16])[CH:18]=[CH:19][C:20]=3[N:26]3[N:30]=[CH:29][CH:28]=[N:27]3)[O:10][N:9]=2)=[N:6][CH:7]=1. (4) Given the reactants [NH2:1][C:2]1[C:29]([CH:30]=[CH2:31])=[CH:28][C:5]([CH2:6][C@H:7]2[C@H:12]([OH:13])[C@@H:11]([NH:14][CH2:15][C:16]3[CH:21]=[CH:20][CH:19]=[C:18]([C:22]([CH3:25])([CH3:24])[CH3:23])[CH:17]=3)[CH2:10][S:9](=[O:27])(=[O:26])[CH2:8]2)=[CH:4][C:3]=1[F:32], predict the reaction product. The product is: [NH2:1][C:2]1[C:3]([F:32])=[CH:4][C:5]([CH2:6][C@H:7]2[C@H:12]([OH:13])[C@@H:11]([NH:14][CH2:15][C:16]3[CH:21]=[CH:20][CH:19]=[C:18]([C:22]([CH3:25])([CH3:24])[CH3:23])[CH:17]=3)[CH2:10][S:9](=[O:27])(=[O:26])[CH2:8]2)=[CH:28][C:29]=1[CH2:30][CH3:31].